From a dataset of NCI-60 drug combinations with 297,098 pairs across 59 cell lines. Regression. Given two drug SMILES strings and cell line genomic features, predict the synergy score measuring deviation from expected non-interaction effect. (1) Drug 1: CC1=C(C=C(C=C1)C(=O)NC2=CC(=CC(=C2)C(F)(F)F)N3C=C(N=C3)C)NC4=NC=CC(=N4)C5=CN=CC=C5. Drug 2: CC12CCC3C(C1CCC2O)C(CC4=C3C=CC(=C4)O)CCCCCCCCCS(=O)CCCC(C(F)(F)F)(F)F. Cell line: SF-295. Synergy scores: CSS=2.48, Synergy_ZIP=-2.64, Synergy_Bliss=-2.48, Synergy_Loewe=-2.51, Synergy_HSA=-1.80. (2) Drug 1: CN(C)N=NC1=C(NC=N1)C(=O)N. Drug 2: CC1C(C(CC(O1)OC2CC(OC(C2O)C)OC3=CC4=CC5=C(C(=O)C(C(C5)C(C(=O)C(C(C)O)O)OC)OC6CC(C(C(O6)C)O)OC7CC(C(C(O7)C)O)OC8CC(C(C(O8)C)O)(C)O)C(=C4C(=C3C)O)O)O)O. Cell line: BT-549. Synergy scores: CSS=2.27, Synergy_ZIP=3.79, Synergy_Bliss=4.34, Synergy_Loewe=2.35, Synergy_HSA=2.51. (3) Drug 1: CC1=C(C=C(C=C1)C(=O)NC2=CC(=CC(=C2)C(F)(F)F)N3C=C(N=C3)C)NC4=NC=CC(=N4)C5=CN=CC=C5. Drug 2: C1=CC=C(C(=C1)C(C2=CC=C(C=C2)Cl)C(Cl)Cl)Cl. Cell line: SNB-19. Synergy scores: CSS=0.412, Synergy_ZIP=0.0272, Synergy_Bliss=0.224, Synergy_Loewe=-0.345, Synergy_HSA=-0.712. (4) Drug 1: CC1=C2C(C(=O)C3(C(CC4C(C3C(C(C2(C)C)(CC1OC(=O)C(C(C5=CC=CC=C5)NC(=O)OC(C)(C)C)O)O)OC(=O)C6=CC=CC=C6)(CO4)OC(=O)C)OC)C)OC. Drug 2: CS(=O)(=O)C1=CC(=C(C=C1)C(=O)NC2=CC(=C(C=C2)Cl)C3=CC=CC=N3)Cl. Cell line: CCRF-CEM. Synergy scores: CSS=77.3, Synergy_ZIP=15.2, Synergy_Bliss=16.1, Synergy_Loewe=-7.40, Synergy_HSA=16.3. (5) Drug 1: CN1CCC(CC1)COC2=C(C=C3C(=C2)N=CN=C3NC4=C(C=C(C=C4)Br)F)OC. Drug 2: CN(C)N=NC1=C(NC=N1)C(=O)N. Cell line: CCRF-CEM. Synergy scores: CSS=7.88, Synergy_ZIP=-8.87, Synergy_Bliss=-14.6, Synergy_Loewe=-15.4, Synergy_HSA=-14.1. (6) Drug 1: C1=NC2=C(N=C(N=C2N1C3C(C(C(O3)CO)O)F)Cl)N. Drug 2: CC1=C(C(=CC=C1)Cl)NC(=O)C2=CN=C(S2)NC3=CC(=NC(=N3)C)N4CCN(CC4)CCO. Cell line: LOX IMVI. Synergy scores: CSS=-6.68, Synergy_ZIP=3.84, Synergy_Bliss=-0.166, Synergy_Loewe=-3.65, Synergy_HSA=-5.56.